From a dataset of Reaction yield outcomes from USPTO patents with 853,638 reactions. Predict the reaction yield, written as a fraction of the theoretical maximum amount of product (1.0 means a 100% yield; for example, 0.34 means a 34% yield). (1) The reactants are Br[C:2]1[CH:3]=[C:4]([NH:8][C:9](=[O:19])[C:10]2[CH:15]=[CH:14][C:13]([CH3:16])=[C:12]([O:17][CH3:18])[CH:11]=2)[CH:5]=[N:6][CH:7]=1.[OH:20][C:21]1[CH:22]=[C:23](B(O)O)[CH:24]=[CH:25][CH:26]=1.C([O-])(O)=O.[Na+].C1(P(C2C=CC=CC=2)C2C=CC=CC=2)C=CC=CC=1. The catalyst is CN(C=O)C.C([O-])(=O)C.[Pd+2].C([O-])(=O)C.O. The product is [OH:20][C:21]1[CH:26]=[C:25]([C:2]2[CH:3]=[C:4]([NH:8][C:9](=[O:19])[C:10]3[CH:15]=[CH:14][C:13]([CH3:16])=[C:12]([O:17][CH3:18])[CH:11]=3)[CH:5]=[N:6][CH:7]=2)[CH:24]=[CH:23][CH:22]=1. The yield is 0.950. (2) The reactants are [CH2:1]([O:3][C:4](=[O:23])[CH:5]=[CH:6][C:7]1[CH:12]=[CH:11][C:10]([CH2:13][N:14]2[CH:19]=[C:18]([CH3:20])[C:17](=[O:21])[NH:16][C:15]2=[O:22])=[CH:9][CH:8]=1)[CH3:2].[H][H]. The catalyst is CO.[Pd]. The product is [CH2:1]([O:3][C:4](=[O:23])[CH2:5][CH2:6][C:7]1[CH:8]=[CH:9][C:10]([CH2:13][N:14]2[CH:19]=[C:18]([CH3:20])[C:17](=[O:21])[NH:16][C:15]2=[O:22])=[CH:11][CH:12]=1)[CH3:2]. The yield is 0.910. (3) The reactants are FC(F)(F)S(O[C:7]1[CH:8]=[C:9]([C@H:13]2[CH2:17][C:16]3([CH2:22][CH2:21][N:20]([C:23]([O:25][C:26]([CH3:29])([CH3:28])[CH3:27])=[O:24])[CH2:19][CH2:18]3)[O:15][CH2:14]2)[CH:10]=[CH:11][CH:12]=1)(=O)=O.C([O-])(=O)C.[K+].[B:37]1([B:37]2[O:41][C:40]([CH3:43])([CH3:42])[C:39]([CH3:45])([CH3:44])[O:38]2)[O:41][C:40]([CH3:43])([CH3:42])[C:39]([CH3:45])([CH3:44])[O:38]1. The catalyst is [Pd](Cl)Cl.C1(P(C2C=CC=CC=2)[C-]2C=CC=C2)C=CC=CC=1.[C-]1(P(C2C=CC=CC=2)C2C=CC=CC=2)C=CC=C1.[Fe+2].O1CCOCC1. The product is [CH3:44][C:39]1([CH3:45])[C:40]([CH3:43])([CH3:42])[O:41][B:37]([C:7]2[CH:8]=[C:9]([C@H:13]3[CH2:17][C:16]4([CH2:22][CH2:21][N:20]([C:23]([O:25][C:26]([CH3:28])([CH3:27])[CH3:29])=[O:24])[CH2:19][CH2:18]4)[O:15][CH2:14]3)[CH:10]=[CH:11][CH:12]=2)[O:38]1. The yield is 0.650.